This data is from Catalyst prediction with 721,799 reactions and 888 catalyst types from USPTO. The task is: Predict which catalyst facilitates the given reaction. (1) Reactant: [Br:1]N1C(=O)CCC1=O.CC(N=NC(C#N)(C)C)(C#N)C.[Cl:21][C:22]1[C:23]([C:32]2[N:37]3[N:38]=[CH:39][N:40]=[C:36]3[N:35]=[C:34]([CH3:41])[CH:33]=2)=[N:24][CH:25]=[C:26]([C:28]([F:31])([F:30])[F:29])[CH:27]=1.O. Product: [Br:1][CH2:41][C:34]1[CH:33]=[C:32]([C:23]2[C:22]([Cl:21])=[CH:27][C:26]([C:28]([F:29])([F:31])[F:30])=[CH:25][N:24]=2)[N:37]2[N:38]=[CH:39][N:40]=[C:36]2[N:35]=1. The catalyst class is: 53. (2) Reactant: [C:1]1([C:7]2[N:12]=[C:11]([C:13](OCC)=[O:14])[CH:10]=[CH:9][N:8]=2)[CH:6]=[CH:5][CH:4]=[CH:3][CH:2]=1.[BH4-].[Na+].CO. Product: [C:1]1([C:7]2[N:12]=[C:11]([CH2:13][OH:14])[CH:10]=[CH:9][N:8]=2)[CH:2]=[CH:3][CH:4]=[CH:5][CH:6]=1. The catalyst class is: 1. (3) The catalyst class is: 160. Product: [C:9]([CH:8]([CH2:7][C:6]1[CH:5]=[CH:4][C:3]([C:1]#[N:2])=[CH:34][CH:33]=1)[CH2:21][CH2:22][C:23]1[CH:28]=[CH:27][C:26]([C:29]([O:31][CH3:32])=[O:30])=[CH:25][CH:24]=1)([OH:11])=[O:10]. Reactant: [C:1]([C:3]1[CH:34]=[CH:33][C:6]([CH2:7][C:8]([CH2:21][CH2:22][C:23]2[CH:28]=[CH:27][C:26]([C:29]([O:31][CH3:32])=[O:30])=[CH:25][CH:24]=2)(C(OCC=C)=O)[C:9]([O:11]CC=C)=[O:10])=[CH:5][CH:4]=1)#[N:2].C1(P(C2C=CC=CC=2)C2C=CC=CC=2)C=CC=CC=1.C(N(CC)CC)C.C(O)=O. (4) Reactant: Cl[C:2]1[N:7]=[C:6]([CH3:8])[C:5]([CH:9]([CH2:14][CH2:15][CH3:16])[C:10]([O:12][CH3:13])=[O:11])=[C:4]([C:17]2[CH:22]=[CH:21][C:20]([CH3:23])=[CH:19][CH:18]=2)[N:3]=1.[CH3:24][N:25]1[CH:29]=[C:28](B(O)O)[CH:27]=[N:26]1.C(N(CC)C(C)C)(C)C. Product: [CH3:8][C:6]1[C:5]([CH:9]([CH2:14][CH2:15][CH3:16])[C:10]([O:12][CH3:13])=[O:11])=[C:4]([C:17]2[CH:22]=[CH:21][C:20]([CH3:23])=[CH:19][CH:18]=2)[N:3]=[C:2]([C:28]2[CH:27]=[N:26][N:25]([CH3:24])[CH:29]=2)[N:7]=1. The catalyst class is: 659. (5) The catalyst class is: 18. Reactant: [Cl:1][C:2]1[CH:10]=[CH:9][C:5]([C:6]([OH:8])=O)=[CH:4][C:3]=1[NH:11][C:12]([C:14]1[C:26](=[O:27])[NH:25][C:17]2[N:18]=[C:19]([O:23][CH3:24])[N:20]=[C:21]([CH3:22])[C:16]=2[CH:15]=1)=[O:13].[C:28]([O:32][C:33](=[O:45])[NH:34][CH2:35][CH2:36][CH:37]([NH2:44])[C:38]1[CH:43]=[CH:42][CH:41]=[CH:40][CH:39]=1)([CH3:31])([CH3:30])[CH3:29].C(N(CC)CC)C.CN(C(ON1N=NC2C=CC=NC1=2)=[N+](C)C)C.F[P-](F)(F)(F)(F)F. Product: [Cl:1][C:2]1[CH:10]=[CH:9][C:5]([C:6]([NH:44][CH:37]([C:38]2[CH:39]=[CH:40][CH:41]=[CH:42][CH:43]=2)[CH2:36][CH2:35][NH:34][C:33](=[O:45])[O:32][C:28]([CH3:31])([CH3:30])[CH3:29])=[O:8])=[CH:4][C:3]=1[NH:11][C:12]([C:14]1[C:26](=[O:27])[NH:25][C:17]2[N:18]=[C:19]([O:23][CH3:24])[N:20]=[C:21]([CH3:22])[C:16]=2[CH:15]=1)=[O:13]. (6) Reactant: [O:1]=[C:2]1CC[C:4](=O)[N:3]1O[C:2](=[O:1])[NH:3][CH3:4].[NH2:13][CH2:14][CH2:15][NH:16][C:17]1[CH:22]=[CH:21][CH:20]=[CH:19][C:18]=1[C:23]1[N:24]([C:39]2[CH:44]=[CH:43][CH:42]=[C:41]([Cl:45])[C:40]=2[F:46])[C:25]([C:31]2[CH:36]=[CH:35][C:34]([F:37])=[C:33]([Cl:38])[CH:32]=2)=[C:26]([C:28]([NH2:30])=[O:29])[N:27]=1. Product: [Cl:38][C:33]1[CH:32]=[C:31]([C:25]2[N:24]([C:39]3[CH:44]=[CH:43][CH:42]=[C:41]([Cl:45])[C:40]=3[F:46])[C:23]([C:18]3[CH:19]=[CH:20][CH:21]=[CH:22][C:17]=3[NH:16][CH2:15][CH2:14][NH:13][C:2]([NH:3][CH3:4])=[O:1])=[N:27][C:26]=2[C:28]([NH2:30])=[O:29])[CH:36]=[CH:35][C:34]=1[F:37]. The catalyst class is: 387. (7) Reactant: C(O[C:9]1[C:17]2[C:12](=[CH:13][CH:14]=[CH:15][CH:16]=2)[NH:11][C:10]=1[C:18]([O:20][CH2:21][CH3:22])=[O:19])C1C=CC=CC=1.C1CCCCC=1.[C:29]([O:32]CC)(=[O:31])[CH3:30]. Product: [C:29]([O:32][C:15]1[CH:16]=[C:17]2[C:12](=[CH:13][CH:14]=1)[NH:11][C:10]([C:18]([O:20][CH2:21][CH3:22])=[O:19])=[CH:9]2)(=[O:31])[CH3:30]. The catalyst class is: 45. (8) Reactant: Cl.[CH:2]12[CH2:11][CH:6]3[CH2:7][CH:8]([CH2:10][CH:4]([CH2:5]3)[CH:3]1[NH2:12])[CH2:9]2.[C:13]1([C:19]([CH3:24])([CH3:23])[C:20]([OH:22])=[O:21])[CH:18]=[CH:17][CH:16]=[CH:15][CH:14]=1.F[B-](F)(F)F.N1(OC(N(C)C)=[N+](C)C)C2C=CC=CC=2N=N1.CCN(C(C)C)C(C)C. Product: [C:20]([O-:22])(=[O:21])[CH3:19].[NH4+:12].[CH:2]12[CH2:11][CH:6]3[CH2:7][CH:8]([CH2:10][CH:4]([CH2:5]3)[CH:3]1[NH:12][C:20](=[O:21])[C:19]([CH3:23])([C:13]1[CH:18]=[CH:17][CH:16]=[CH:15][CH:14]=1)[CH3:24])[CH2:9]2. The catalyst class is: 80. (9) Reactant: O=[C:2]([NH:8][NH:9][C:10](=O)[CH2:11][CH2:12][C:13]#[CH:14])[C:3]([O:5][CH2:6][CH3:7])=[O:4].P12(SP3(SP(SP(S3)(S1)=S)(=S)S2)=S)=[S:17]. Product: [CH2:11]([C:10]1[S:17][C:2]([C:3]([O:5][CH2:6][CH3:7])=[O:4])=[N:8][N:9]=1)[CH2:12][C:13]#[CH:14]. The catalyst class is: 11. (10) Reactant: [CH3:1][C:2]1[C:10]2[C:5](=[CH:6][CH:7]=[CH:8][C:9]=2[NH2:11])[N:4]([CH2:12][C:13]2[CH:17]=[CH:16][N:15]([CH:18]([CH3:20])[CH3:19])[N:14]=2)[N:3]=1.[Cl:21][C:22]1[CH:27]=[CH:26][N:25]2[C:28]([C:31](OCC)=[O:32])=[CH:29][N:30]=[C:24]2[CH:23]=1.C[Si]([N-][Si](C)(C)C)(C)C.[Li+]. Product: [Cl:21][C:22]1[CH:27]=[CH:26][N:25]2[C:28]([C:31]([NH:11][C:9]3[CH:8]=[CH:7][CH:6]=[C:5]4[C:10]=3[C:2]([CH3:1])=[N:3][N:4]4[CH2:12][C:13]3[CH:17]=[CH:16][N:15]([CH:18]([CH3:20])[CH3:19])[N:14]=3)=[O:32])=[CH:29][N:30]=[C:24]2[CH:23]=1. The catalyst class is: 1.